From a dataset of Catalyst prediction with 721,799 reactions and 888 catalyst types from USPTO. Predict which catalyst facilitates the given reaction. (1) Reactant: [F:1][C:2]([F:11])([F:10])[C:3]1[CH:4]=[C:5]([OH:9])[CH:6]=[CH:7][CH:8]=1.CC([O-])(C)C.[K+].Cl[CH2:19][C:20](=[N:38][O:39][CH3:40])[CH2:21][N:22]1[C:30]2[C:25](=[CH:26][C:27]([N:31]=[C:32]([N:34]([CH3:36])[CH3:35])[CH3:33])=[CH:28][CH:29]=2)[CH:24]=[C:23]1[CH3:37]. Product: [CH3:40][O:39][N:38]=[C:20]([CH2:19][O:9][C:5]1[CH:6]=[CH:7][CH:8]=[C:3]([C:2]([F:10])([F:11])[F:1])[CH:4]=1)[CH2:21][N:22]1[C:30]2[C:25](=[CH:26][C:27]([N:31]=[C:32]([N:34]([CH3:36])[CH3:35])[CH3:33])=[CH:28][CH:29]=2)[CH:24]=[C:23]1[CH3:37]. The catalyst class is: 16. (2) Reactant: C([O-])([O-])=O.[Cs+].[Cs+].Cl[C:8]1[C:13]([C:14]([F:17])([F:16])[F:15])=[CH:12][N:11]=[C:10]2[NH:18][C:19]([C:21]3[CH:26]=[CH:25][C:24]([F:27])=[CH:23][CH:22]=3)=[CH:20][C:9]=12.[C:28]([C:30]1[CH:35]=[CH:34][CH:33]=[CH:32][C:31]=1[N:36]([CH3:41])[S:37]([CH3:40])(=[O:39])=[O:38])#[CH:29]. Product: [F:27][C:24]1[CH:25]=[CH:26][C:21]([C:19]2[NH:18][C:10]3=[N:11][CH:12]=[C:13]([C:14]([F:17])([F:16])[F:15])[C:8]([C:29]#[C:28][C:30]4[CH:35]=[CH:34][CH:33]=[CH:32][C:31]=4[N:36]([CH3:41])[S:37]([CH3:40])(=[O:39])=[O:38])=[C:9]3[CH:20]=2)=[CH:22][CH:23]=1. The catalyst class is: 231. (3) The catalyst class is: 155. Product: [CH2:7]([O:6][C:4](=[O:5])[C:3]1[CH:9]=[C:10]([F:13])[CH:11]=[N:12][C:2]=1[O:22][C:17]1[CH:18]=[CH:19][C:20]([Cl:21])=[C:15]([Cl:14])[CH:16]=1)[CH3:8]. Reactant: Cl[C:2]1[N:12]=[CH:11][C:10]([F:13])=[CH:9][C:3]=1[C:4]([O:6][CH2:7][CH3:8])=[O:5].[Cl:14][C:15]1[CH:16]=[C:17]([OH:22])[CH:18]=[CH:19][C:20]=1[Cl:21].C(=O)([O-])[O-].[Cs+].[Cs+]. (4) Reactant: [CH3:1][O:2][C:3]1(OC)[CH2:7][C:6](=[O:8])[NH:5][C:4]1=[O:9].CC1C=CC(S(O)(=O)=O)=CC=1.O. Product: [CH3:1][O:2][C:3]1[C:4](=[O:9])[NH:5][C:6](=[O:8])[CH:7]=1. The catalyst class is: 11.